This data is from Reaction yield outcomes from USPTO patents with 853,638 reactions. The task is: Predict the reaction yield, written as a fraction of the theoretical maximum amount of product (1.0 means a 100% yield; for example, 0.34 means a 34% yield). (1) The reactants are I[C:2]1[C:3]([NH2:9])=[N:4][C:5]([NH2:8])=[CH:6][CH:7]=1.[CH3:10][Si:11]([C:14]#[CH:15])([CH3:13])[CH3:12]. The catalyst is [Cu]I.C1C=CC([P]([Pd]([P](C2C=CC=CC=2)(C2C=CC=CC=2)C2C=CC=CC=2)([P](C2C=CC=CC=2)(C2C=CC=CC=2)C2C=CC=CC=2)[P](C2C=CC=CC=2)(C2C=CC=CC=2)C2C=CC=CC=2)(C2C=CC=CC=2)C2C=CC=CC=2)=CC=1.CN1CCCC1=O. The product is [CH3:10][Si:11]([C:14]#[C:15][C:2]1[C:3]([NH2:9])=[N:4][C:5]([NH2:8])=[CH:6][CH:7]=1)([CH3:13])[CH3:12]. The yield is 0.600. (2) The reactants are [CH:1]1[C:10]2[C:5](=[CH:6][CH:7]=[CH:8][CH:9]=2)[CH:4]=[CH:3][C:2]=1[O:11][C@@H:12]1[C@H:16]([OH:17])[C@@H:15]([CH2:18][OH:19])[O:14][C@H:13]1[N:20]1[CH:27]=[CH:26][C:24](=[O:25])[NH:23][C:21]1=[O:22].[C:28](Cl)([C:45]1[CH:50]=[CH:49][CH:48]=[CH:47][CH:46]=1)([C:37]1[CH:44]=[CH:43][C:40]([O:41][CH3:42])=[CH:39][CH:38]=1)[C:29]1[CH:36]=[CH:35][C:32]([O:33][CH3:34])=[CH:31][CH:30]=1. The catalyst is CN(C1C=CN=CC=1)C.N1C=CC=CC=1. The product is [CH:1]1[C:10]2[C:5](=[CH:6][CH:7]=[CH:8][CH:9]=2)[CH:4]=[CH:3][C:2]=1[O:11][C@@H:12]1[C@H:16]([OH:17])[C@@H:15]([CH2:18][O:19][C:28]([C:45]2[CH:50]=[CH:49][CH:48]=[CH:47][CH:46]=2)([C:37]2[CH:44]=[CH:43][C:40]([O:41][CH3:42])=[CH:39][CH:38]=2)[C:29]2[CH:30]=[CH:31][C:32]([O:33][CH3:34])=[CH:35][CH:36]=2)[O:14][C@H:13]1[N:20]1[CH:27]=[CH:26][C:24](=[O:25])[NH:23][C:21]1=[O:22]. The yield is 0.470.